This data is from NCI-60 drug combinations with 297,098 pairs across 59 cell lines. The task is: Regression. Given two drug SMILES strings and cell line genomic features, predict the synergy score measuring deviation from expected non-interaction effect. (1) Drug 1: CC(C1=C(C=CC(=C1Cl)F)Cl)OC2=C(N=CC(=C2)C3=CN(N=C3)C4CCNCC4)N. Drug 2: C1=CC(=CC=C1CC(C(=O)O)N)N(CCCl)CCCl.Cl. Cell line: EKVX. Synergy scores: CSS=3.89, Synergy_ZIP=0.179, Synergy_Bliss=-0.873, Synergy_Loewe=-5.04, Synergy_HSA=-2.65. (2) Drug 1: CCC1(CC2CC(C3=C(CCN(C2)C1)C4=CC=CC=C4N3)(C5=C(C=C6C(=C5)C78CCN9C7C(C=CC9)(C(C(C8N6C=O)(C(=O)OC)O)OC(=O)C)CC)OC)C(=O)OC)O.OS(=O)(=O)O. Drug 2: CCC(=C(C1=CC=CC=C1)C2=CC=C(C=C2)OCCN(C)C)C3=CC=CC=C3.C(C(=O)O)C(CC(=O)O)(C(=O)O)O. Cell line: CAKI-1. Synergy scores: CSS=35.5, Synergy_ZIP=-3.54, Synergy_Bliss=2.95, Synergy_Loewe=3.62, Synergy_HSA=3.67. (3) Drug 1: CC1=CC2C(CCC3(C2CCC3(C(=O)C)OC(=O)C)C)C4(C1=CC(=O)CC4)C. Drug 2: CCC1(C2=C(COC1=O)C(=O)N3CC4=CC5=C(C=CC(=C5CN(C)C)O)N=C4C3=C2)O.Cl. Cell line: SNB-19. Synergy scores: CSS=11.1, Synergy_ZIP=3.15, Synergy_Bliss=0.798, Synergy_Loewe=-44.3, Synergy_HSA=-5.77.